This data is from Reaction yield outcomes from USPTO patents with 853,638 reactions. The task is: Predict the reaction yield, written as a fraction of the theoretical maximum amount of product (1.0 means a 100% yield; for example, 0.34 means a 34% yield). The reactants are [CH3:1][O-:2].[Na+].[Na].F[C:6]1[CH:11]=[CH:10][C:9]([N+:12]([O-:14])=[O:13])=[C:8]([CH2:15][C:16]([O:20]C)(OC)[CH3:17])[C:7]=1[F:22]. The catalyst is CO. The product is [C:16]([CH2:15][C:8]1[C:7]([F:22])=[C:6]([O:2][CH3:1])[CH:11]=[CH:10][C:9]=1[N+:12]([O-:14])=[O:13])(=[O:20])[CH3:17]. The yield is 0.900.